This data is from Peptide-MHC class II binding affinity with 134,281 pairs from IEDB. The task is: Regression. Given a peptide amino acid sequence and an MHC pseudo amino acid sequence, predict their binding affinity value. This is MHC class II binding data. (1) The peptide sequence is EYKYFAATQFEPLAA. The MHC is HLA-DQA10101-DQB10501 with pseudo-sequence HLA-DQA10101-DQB10501. The binding affinity (normalized) is 0.456. (2) The peptide sequence is WIELKESWGAVWRID. The MHC is DRB1_1201 with pseudo-sequence DRB1_1201. The binding affinity (normalized) is 0.355.